From a dataset of Reaction yield outcomes from USPTO patents with 853,638 reactions. Predict the reaction yield, written as a fraction of the theoretical maximum amount of product (1.0 means a 100% yield; for example, 0.34 means a 34% yield). (1) The reactants are [C:1]([CH2:3][C:4]1[C:12]2[C:7](=[CH:8][CH:9]=[CH:10][CH:11]=2)[N:6]([C:13]([OH:15])=[O:14])[CH:5]=1)#[N:2].C(N(CC)CC)C.[CH3:23][C:24](OC(OC(O[C:24]([CH3:26])([CH3:25])[CH3:23])=O)=O)([CH3:26])[CH3:25]. The catalyst is ClCCl.O.CN(C1C=CC=CN=1)C. The product is [C:24]([O:14][C:13]([N:6]1[C:7]2[C:12](=[CH:11][CH:10]=[CH:9][CH:8]=2)[C:4]([CH2:3][C:1]#[N:2])=[CH:5]1)=[O:15])([CH3:26])([CH3:25])[CH3:23]. The yield is 1.00. (2) The reactants are [Br:1][CH2:2][CH2:3][CH2:4][CH2:5][CH2:6][CH2:7][C:8]([OH:10])=O.C(Cl)(=O)C([Cl:14])=O.CN(C=O)C. The catalyst is C(Cl)Cl. The product is [Br:1][CH2:2][CH2:3][CH2:4][CH2:5][CH2:6][CH2:7][C:8]([Cl:14])=[O:10]. The yield is 1.00. (3) The reactants are [CH3:1][C:2]1[CH:6]=[C:5]([NH:7][S:8]([C:11]2[CH:16]=[CH:15][C:14](Br)=[CH:13][CH:12]=2)(=[O:10])=[O:9])[O:4][N:3]=1.[CH3:18][C:19]1[CH:24]=[CH:23][C:22](B(O)O)=[CH:21][CH:20]=1. The catalyst is O. The product is [CH3:1][C:2]1[CH:6]=[C:5]([NH:7][S:8]([C:11]2[CH:16]=[CH:15][C:14]([C:22]3[CH:23]=[CH:24][C:19]([CH3:18])=[CH:20][CH:21]=3)=[CH:13][CH:12]=2)(=[O:10])=[O:9])[O:4][N:3]=1. The yield is 1.00. (4) The reactants are [CH3:1][O:2][CH2:3][CH:4]([NH:6][C:7]([C:9]1[CH:10]=[C:11]([C:18]2[CH:23]=[CH:22][C:21]([CH3:24])=[CH:20][CH:19]=2)[CH:12]=[C:13]([N+:15]([O-])=O)[CH:14]=1)=[O:8])[CH3:5].Cl[Sn]Cl. The catalyst is CO. The product is [CH3:1][O:2][CH2:3][CH:4]([NH:6][C:7]([C:9]1[CH:10]=[C:11]([C:18]2[CH:19]=[CH:20][C:21]([CH3:24])=[CH:22][CH:23]=2)[CH:12]=[C:13]([NH2:15])[CH:14]=1)=[O:8])[CH3:5]. The yield is 0.903.